From a dataset of Forward reaction prediction with 1.9M reactions from USPTO patents (1976-2016). Predict the product of the given reaction. (1) Given the reactants [C:1]([C:3]1[CH:12]=[C:11]2[C:6]([C:7](=[O:24])[C:8]([C:13]3[CH:18]=[CH:17][C:16]([NH:19][S:20]([CH3:23])(=[O:22])=[O:21])=[CH:15][CH:14]=3)=[CH:9][O:10]2)=[CH:5][CH:4]=1)#[CH:2].Br[C:26]1[CH:31]=[CH:30][N:29]=[C:28]([O:32][C:33]([CH3:36])([CH3:35])[CH3:34])[CH:27]=1.C1(P(C2C=CC=CC=2)C2C=CC=CC=2)C=CC=CC=1.C(N(CC)CC)C, predict the reaction product. The product is: [C:33]([O:32][C:28]1[CH:27]=[C:26]([C:2]#[C:1][C:3]2[CH:12]=[C:11]3[C:6]([C:7](=[O:24])[C:8]([C:13]4[CH:18]=[CH:17][C:16]([NH:19][S:20]([CH3:23])(=[O:22])=[O:21])=[CH:15][CH:14]=4)=[CH:9][O:10]3)=[CH:5][CH:4]=2)[CH:31]=[CH:30][N:29]=1)([CH3:36])([CH3:34])[CH3:35]. (2) Given the reactants CC1C=CC(S(O[CH2:12][C@H:13]2[CH2:15][O:14]2)(=O)=O)=CC=1.C(=O)([O-])[O-].[K+].[K+].[CH3:22][NH:23][C:24]([C:26]1[CH:27]=[C:28]2[C:33](=[CH:34][C:35]=1[OH:36])[N:32]=[CH:31][CH:30]=[C:29]2[O:37][C:38]1[CH:43]=[CH:42][C:41]([NH:44][C:45]([NH:47][CH3:48])=[O:46])=[C:40]([Cl:49])[CH:39]=1)=[O:25].[CH2:50]([NH:52][CH2:53][CH3:54])[CH3:51], predict the reaction product. The product is: [CH3:22][NH:23][C:24]([C:26]1[CH:27]=[C:28]2[C:33](=[CH:34][C:35]=1[O:36][CH2:15][C@H:13]([OH:14])[CH2:12][N:52]([CH2:53][CH3:54])[CH2:50][CH3:51])[N:32]=[CH:31][CH:30]=[C:29]2[O:37][C:38]1[CH:43]=[CH:42][C:41]([NH:44][C:45]([NH:47][CH3:48])=[O:46])=[C:40]([Cl:49])[CH:39]=1)=[O:25]. (3) Given the reactants COC1C=CN=CC=1[C:9]#[C:10][C:11]1[CH:16]=[CH:15][C:14]([C:17]2([NH:21][C:22](=[O:28])[O:23][C:24]([CH3:27])([CH3:26])[CH3:25])[CH2:20][CH2:19][CH2:18]2)=[CH:13][CH:12]=1.Br[C:30]1[CH:35]=[CH:34][N:33]=[CH:32][C:31]=1[O:36][CH3:37], predict the reaction product. The product is: [CH3:37][O:36][C:31]1[CH:32]=[N:33][CH:34]=[CH:35][C:30]=1[C:9]#[C:10][C:11]1[CH:16]=[CH:15][C:14]([C:17]2([NH:21][C:22](=[O:28])[O:23][C:24]([CH3:27])([CH3:25])[CH3:26])[CH2:20][CH2:19][CH2:18]2)=[CH:13][CH:12]=1. (4) Given the reactants [OH:1][NH:2][C:3]([C:5]1[CH:10]=[CH:9][C:8](/[CH:11]=[C:12](\[CH2:27][O:28][C:29]2[C:38]3[C:33](=[CH:34][CH:35]=[CH:36][CH:37]=3)[CH:32]=[CH:31][CH:30]=2)/[CH2:13][NH:14][CH:15]2[CH2:19][CH2:18][N:17](C(OC(C)(C)C)=O)[CH2:16]2)=[CH:7][CH:6]=1)=[O:4].FC(F)(F)C(O)=O, predict the reaction product. The product is: [OH:1][NH:2][C:3](=[O:4])[C:5]1[CH:10]=[CH:9][C:8](/[CH:11]=[C:12](/[CH2:13][NH:14][CH:15]2[CH2:19][CH2:18][NH:17][CH2:16]2)\[CH2:27][O:28][C:29]2[C:38]3[C:33](=[CH:34][CH:35]=[CH:36][CH:37]=3)[CH:32]=[CH:31][CH:30]=2)=[CH:7][CH:6]=1. (5) Given the reactants [C:1]([O:5][C:6]([N:8]1[CH2:13][CH2:12][C:11](=O)[CH2:10][CH2:9]1)=[O:7])([CH3:4])([CH3:3])[CH3:2].[C:15](=[O:18])([O-])[O-].[NH4+:19].[NH4+:20].[C-]#N.[Na+].[CH3:24][OH:25], predict the reaction product. The product is: [C:1]([O:5][C:6]([N:8]1[CH2:13][CH2:12][C:11]2([NH:20][C:24](=[O:25])[NH:19][C:15]2=[O:18])[CH2:10][CH2:9]1)=[O:7])([CH3:4])([CH3:3])[CH3:2].